Dataset: Reaction yield outcomes from USPTO patents with 853,638 reactions. Task: Predict the reaction yield, written as a fraction of the theoretical maximum amount of product (1.0 means a 100% yield; for example, 0.34 means a 34% yield). (1) The reactants are [C:1]([C:5]1[O:9][C:8]([NH:10][C:11]2[CH:12]=[CH:13][C:14]([C:17]3[CH:22]=[CH:21][C:20]([C:23]45[CH2:30][CH2:29][C:26]([CH2:31][C:32]([O:34]CC6C=CC=CC=6)=[O:33])([CH2:27][CH2:28]4)[O:25][CH2:24]5)=[CH:19][CH:18]=3)=[N:15][CH:16]=2)=[N:7][CH:6]=1)([CH3:4])([CH3:3])[CH3:2]. The catalyst is CCOC(C)=O.C1COCC1.[OH-].[OH-].[Pd+2]. The product is [C:1]([C:5]1[O:9][C:8]([NH:10][C:11]2[CH:12]=[CH:13][C:14]([C:17]3[CH:22]=[CH:21][C:20]([C:23]45[CH2:28][CH2:27][C:26]([CH2:31][C:32]([OH:34])=[O:33])([CH2:29][CH2:30]4)[O:25][CH2:24]5)=[CH:19][CH:18]=3)=[N:15][CH:16]=2)=[N:7][CH:6]=1)([CH3:4])([CH3:2])[CH3:3]. The yield is 0.315. (2) The reactants are [CH3:1][N:2]1[C:7](=[O:8])[C:6]2=[CH:9][CH:10]=[CH:11][CH:12]=[C:5]2[CH2:4][C:3]1=[O:13].Br[CH2:15][CH2:16]Br.C([O-])([O-])=O.[K+].[K+].O. The catalyst is [N+](CCCC)(CCCC)(CCCC)CCCC.[O-]S(O)(=O)=O.CN(C)C=O. The product is [CH3:1][N:2]1[C:3](=[O:13])[C:4]2([CH2:16][CH2:15]2)[C:5]2[C:6](=[CH:9][CH:10]=[CH:11][CH:12]=2)[C:7]1=[O:8]. The yield is 0.920. (3) The reactants are [F:1][C:2]1[CH:7]=[C:6]([F:8])[CH:5]=[CH:4][C:3]=1[NH:9][C@H:10]1[NH:18][C:17]2[C:12](=[N:13][C:14]([NH:19][CH:20]3[CH2:29][CH2:28][C:23]4(OCC[O:24]4)[CH2:22][CH2:21]3)=[N:15][CH:16]=2)[N:11]1[CH:30]1[CH2:35][CH2:34][CH:33]([OH:36])[CH2:32][CH2:31]1.FC(F)(F)C(O)=O. The catalyst is C(Cl)Cl. The product is [F:1][C:2]1[CH:7]=[C:6]([F:8])[CH:5]=[CH:4][C:3]=1[NH:9][C@H:10]1[NH:18][C:17]2[C:12](=[N:13][C:14]([NH:19][CH:20]3[CH2:21][CH2:22][C:23](=[O:24])[CH2:28][CH2:29]3)=[N:15][CH:16]=2)[N:11]1[CH:30]1[CH2:35][CH2:34][CH:33]([OH:36])[CH2:32][CH2:31]1. The yield is 0.120. (4) The reactants are F.F.F.C(N(CC)CC)C.C(N(CC)CC)C.[Si]([O:35][CH2:36][C@H:37]1[O:41][C@@H:40]([N:42]2[CH:49]=[C:48]([CH3:50])[C:46](=[O:47])[NH:45][C:43]2=[O:44])[C@H:39]([O:51][CH2:52][CH2:53][O:54][N:55]([CH3:57])[CH3:56])[C@@H:38]1[OH:58])(C(C)(C)C)(C1C=CC=CC=1)C1C=CC=CC=1.CO. The catalyst is C1COCC1.C(Cl)Cl. The product is [CH3:56][N:55]([CH3:57])[O:54][CH2:53][CH2:52][O:51][C@@H:39]1[C@H:38]([OH:58])[C@@H:37]([CH2:36][OH:35])[O:41][C@H:40]1[N:42]1[CH:49]=[C:48]([CH3:50])[C:46](=[O:47])[NH:45][C:43]1=[O:44]. The yield is 0.925. (5) The reactants are CC1(C)C(C)(C)OB([C:9]2[C:10]([NH2:15])=[N:11][CH:12]=[CH:13][CH:14]=2)O1.Br[C:18]1[CH:30]=[CH:29][C:21]([C:22]([O:24][C:25]([CH3:28])([CH3:27])[CH3:26])=[O:23])=[C:20]([F:31])[CH:19]=1. The catalyst is C(O)CCC.C(OCC)(=O)C.C1C=CC([P]([Pd]([P](C2C=CC=CC=2)(C2C=CC=CC=2)C2C=CC=CC=2)([P](C2C=CC=CC=2)(C2C=CC=CC=2)C2C=CC=CC=2)[P](C2C=CC=CC=2)(C2C=CC=CC=2)C2C=CC=CC=2)(C2C=CC=CC=2)C2C=CC=CC=2)=CC=1. The product is [NH2:15][C:10]1[C:9]([C:18]2[CH:30]=[CH:29][C:21]([C:22]([O:24][C:25]([CH3:28])([CH3:26])[CH3:27])=[O:23])=[C:20]([F:31])[CH:19]=2)=[CH:14][CH:13]=[CH:12][N:11]=1. The yield is 0.430. (6) The reactants are [F:1][C:2]1[CH:7]=[CH:6][C:5]([NH:8][C:9]([C:11]2([C:14]([NH:16][C:17]3[CH:22]=[CH:21][C:20]([O:23][C:24]4[C:33]5[C:28](=[CH:29][C:30]([OH:36])=[C:31]([O:34][CH3:35])[CH:32]=5)[N:27]=[CH:26][N:25]=4)=[C:19]([F:37])[CH:18]=3)=[O:15])[CH2:13][CH2:12]2)=[O:10])=[CH:4][CH:3]=1.[C:38]([O:42][C:43]([N:45]1[CH2:50][CH2:49][CH:48]([CH2:51]OS(C)(=O)=O)[CH2:47][CH2:46]1)=[O:44])([CH3:41])([CH3:40])[CH3:39].C([O-])([O-])=O.[K+].[K+]. The catalyst is CN(C=O)C.CCOC(C)=O. The product is [C:38]([O:42][C:43]([N:45]1[CH2:50][CH2:49][CH:48]([CH2:51][O:36][C:30]2[CH:29]=[C:28]3[C:33]([C:24]([O:23][C:20]4[CH:21]=[CH:22][C:17]([NH:16][C:14]([C:11]5([C:9](=[O:10])[NH:8][C:5]6[CH:4]=[CH:3][C:2]([F:1])=[CH:7][CH:6]=6)[CH2:13][CH2:12]5)=[O:15])=[CH:18][C:19]=4[F:37])=[N:25][CH:26]=[N:27]3)=[CH:32][C:31]=2[O:34][CH3:35])[CH2:47][CH2:46]1)=[O:44])([CH3:41])([CH3:39])[CH3:40]. The yield is 0.600. (7) The reactants are C(=O)(OC)[O:2][C:3]1[CH:8]=[C:7]([N+:9]([O-:11])=[O:10])[C:6]([F:12])=[CH:5][C:4]=1[C:13]([CH3:16])([CH3:15])[CH3:14].N1CCCCC1. The catalyst is C(Cl)Cl. The product is [C:13]([C:4]1[CH:5]=[C:6]([F:12])[C:7]([N+:9]([O-:11])=[O:10])=[CH:8][C:3]=1[OH:2])([CH3:16])([CH3:14])[CH3:15]. The yield is 0.620. (8) The reactants are Cl.C(OC([NH:9][CH2:10][C@@H:11]([CH:16]=[C:17]([CH3:19])[CH3:18])[CH2:12][C:13]([OH:15])=[O:14])=O)(C)(C)C. The catalyst is [OH-].[OH-].[Pd+2].C(O)C.O. The product is [NH2:9][CH2:10][C@@H:11]([CH2:16][CH:17]([CH3:19])[CH3:18])[CH2:12][C:13]([OH:15])=[O:14]. The yield is 1.00. (9) The reactants are C(C(O)=O)(F)(F)F.[OH:8][C@H:9]1[CH2:13][NH:12][C@H:11]([C:14]([OH:16])=[O:15])[CH2:10]1.C(S(O)(=O)=O)(F)(F)F.[C:25]([Cl:30])(=[O:29])[C:26]([CH3:28])=[CH2:27]. The catalyst is CCOCC. The product is [ClH:30].[C:25]([O:15][C:14](=[O:16])[C@@H:11]1[CH2:10][C@@H:9]([OH:8])[CH2:13][NH:12]1)(=[O:29])[C:26]([CH3:28])=[CH2:27]. The yield is 0.660. (10) The reactants are Cl.[NH2:2][C@@H:3]([C:7]1([CH3:13])[CH2:12][CH2:11][CH2:10][CH2:9][CH2:8]1)[C:4](O)=O.[C:14]1([C@H:20]([CH2:22][OH:23])N)[CH:19]=[CH:18][CH:17]=[CH:16][CH:15]=1.C[Si](C#[N:29])(C)C.Cl.[OH-].[Na+]. The catalyst is C(Cl)(Cl)Cl.[Cl-].[Na+].O.C(Cl)Cl. The product is [OH:23][CH2:22][C@H:20]([NH:2][C@H:3]([C:7]1([CH3:13])[CH2:12][CH2:11][CH2:10][CH2:9][CH2:8]1)[C:4]#[N:29])[C:14]1[CH:19]=[CH:18][CH:17]=[CH:16][CH:15]=1. The yield is 0.250.